From a dataset of Peptide-MHC class I binding affinity with 185,985 pairs from IEDB/IMGT. Regression. Given a peptide amino acid sequence and an MHC pseudo amino acid sequence, predict their binding affinity value. This is MHC class I binding data. (1) The peptide sequence is GMNPYHLAA. The MHC is HLA-A02:16 with pseudo-sequence HLA-A02:16. The binding affinity (normalized) is 0.614. (2) The peptide sequence is AIWYMWLGAR. The MHC is HLA-A31:01 with pseudo-sequence HLA-A31:01. The binding affinity (normalized) is 0.654. (3) The peptide sequence is KKKEYNETW. The MHC is Mamu-B17 with pseudo-sequence Mamu-B17. The binding affinity (normalized) is 0.469. (4) The peptide sequence is YMKFFGNFK. The MHC is HLA-B39:01 with pseudo-sequence HLA-B39:01. The binding affinity (normalized) is 0.0847. (5) The peptide sequence is TMKERRPIL. The MHC is HLA-A30:01 with pseudo-sequence HLA-A30:01. The binding affinity (normalized) is 0.218. (6) The peptide sequence is AVSKNRRQL. The MHC is HLA-B18:01 with pseudo-sequence HLA-B18:01. The binding affinity (normalized) is 0.0847.